The task is: Predict the product of the given reaction.. This data is from Forward reaction prediction with 1.9M reactions from USPTO patents (1976-2016). (1) Given the reactants [Br:1][C:2]1[CH:3]=[CH:4][C:5]2[S:9](=[O:11])(=[O:10])[NH:8][CH:7]([C:12]([O:14]C)=[O:13])[C:6]=2[CH:16]=1.O[Li].O, predict the reaction product. The product is: [Br:1][C:2]1[CH:3]=[CH:4][C:5]2[S:9](=[O:11])(=[O:10])[NH:8][CH:7]([C:12]([OH:14])=[O:13])[C:6]=2[CH:16]=1. (2) Given the reactants [Cl:1][C:2]1[CH:7]=[CH:6][C:5]([N:8]2[CH2:12][CH:11]([C:13]([O:15]CC)=[O:14])[N:10]=[C:9]2[C:18]2[CH:23]=[CH:22][C:21]([Cl:24])=[CH:20][C:19]=2[Cl:25])=[CH:4][CH:3]=1.[Li+:26].[OH-], predict the reaction product. The product is: [Cl:1][C:2]1[CH:3]=[CH:4][C:5]([N:8]2[CH2:12][CH:11]([C:13]([O-:15])=[O:14])[N:10]=[C:9]2[C:18]2[CH:23]=[CH:22][C:21]([Cl:24])=[CH:20][C:19]=2[Cl:25])=[CH:6][CH:7]=1.[Li+:26]. (3) Given the reactants [Cl:1][C:2]1[CH:35]=[CH:34][C:5]([CH2:6][NH:7][C:8]([C:10]2[C:19](=[O:20])[C:18]3[C:13](=[C:14]([F:28])[CH:15]=[C:16]([CH2:21][N:22]4[CH2:27][CH2:26][O:25][CH2:24][CH2:23]4)[CH:17]=3)[N:12]([CH2:29][C:30](OC)=[O:31])[CH:11]=2)=[O:9])=[CH:4][CH:3]=1.[CH3:36][NH2:37], predict the reaction product. The product is: [Cl:1][C:2]1[CH:35]=[CH:34][C:5]([CH2:6][NH:7][C:8]([C:10]2[C:19](=[O:20])[C:18]3[C:13](=[C:14]([F:28])[CH:15]=[C:16]([CH2:21][N:22]4[CH2:27][CH2:26][O:25][CH2:24][CH2:23]4)[CH:17]=3)[N:12]([CH2:29][C:30]([NH:37][CH3:36])=[O:31])[CH:11]=2)=[O:9])=[CH:4][CH:3]=1. (4) Given the reactants [OH-].[K+].[C:3]([O:7][C:8]([N:10]1[CH2:14][CH2:13][C:12]([CH2:26][C:27]2[CH:32]=[CH:31][CH:30]=[CH:29][CH:28]=2)([C:15]([C:17]2[CH:18]=[C:19]3[C:23](=[CH:24][CH:25]=2)[NH:22][CH:21]=[CH:20]3)=[O:16])[CH2:11]1)=[O:9])([CH3:6])([CH3:5])[CH3:4].[I:33]I.[H-].[Na+].[C:37]1([S:43](Cl)(=[O:45])=[O:44])[CH:42]=[CH:41][CH:40]=[CH:39][CH:38]=1, predict the reaction product. The product is: [C:3]([O:7][C:8]([N:10]1[CH2:14][CH2:13][C:12]([C:15]([C:17]2[CH:18]=[C:19]3[C:23](=[CH:24][CH:25]=2)[N:22]([S:43]([C:37]2[CH:42]=[CH:41][CH:40]=[CH:39][CH:38]=2)(=[O:45])=[O:44])[CH:21]=[C:20]3[I:33])=[O:16])([CH2:26][C:27]2[CH:28]=[CH:29][CH:30]=[CH:31][CH:32]=2)[CH2:11]1)=[O:9])([CH3:6])([CH3:4])[CH3:5]. (5) Given the reactants [CH3:1][N:2]([CH2:4][C:5]1[CH:6]=[C:7]([CH:12]=[C:13]([F:15])[CH:14]=1)[C:8]([O:10]C)=[O:9])[CH3:3].O.[OH-].[Li+], predict the reaction product. The product is: [CH3:3][N:2]([CH2:4][C:5]1[CH:6]=[C:7]([CH:12]=[C:13]([F:15])[CH:14]=1)[C:8]([OH:10])=[O:9])[CH3:1].